Dataset: Forward reaction prediction with 1.9M reactions from USPTO patents (1976-2016). Task: Predict the product of the given reaction. Given the reactants [H-].[Na+].[NH2:3][C@@H:4]([CH:7]([CH3:9])[CH3:8])[CH2:5][OH:6].Cl[CH2:11][C:12](OCC)=[O:13], predict the reaction product. The product is: [CH:7]([C@@H:4]1[NH:3][C:12](=[O:13])[CH2:11][O:6][CH2:5]1)([CH3:9])[CH3:8].